From a dataset of Reaction yield outcomes from USPTO patents with 853,638 reactions. Predict the reaction yield, written as a fraction of the theoretical maximum amount of product (1.0 means a 100% yield; for example, 0.34 means a 34% yield). (1) The yield is 0.960. The product is [NH2:1][C:2]1[C:10]([O:11][CH3:12])=[C:9]2[C:5]([CH2:6][CH2:7][CH:8]2[CH2:13][CH2:14][NH:15][C:16](=[O:18])[CH3:17])=[CH:4][CH:3]=1. The reactants are [NH2:1][C:2]1[C:10]([O:11][CH3:12])=[C:9]2[C:5]([CH2:6][CH2:7][C:8]2=[CH:13][CH2:14][NH:15][C:16](=[O:18])[CH3:17])=[CH:4][CH:3]=1. The catalyst is CO.[C].[Pd]. (2) The reactants are [CH3:1][C@H:2]1[O:4][C@@:3]1([C:6]1[CH:11]=[CH:10][CH:9]=[CH:8][CH:7]=1)[CH3:5].[CH3:12][SH:13].[Na]. The catalyst is CO. The product is [CH3:12][S:13][C@H:2]([CH3:1])[C@@:3]([C:6]1[CH:11]=[CH:10][CH:9]=[CH:8][CH:7]=1)([OH:4])[CH3:5]. The yield is 0.990. (3) The reactants are [Cl:1][C:2]1[CH:7]=[CH:6][CH:5]=[CH:4][C:3]=1[C@@H:8]([NH:11][C:12]([C:14]1[CH:15]=[C:16]2[C:20](=[CH:21][CH:22]=1)[NH:19][N:18]=[C:17]2I)=[O:13])[CH2:9][CH3:10].[O:24]1[CH2:27][CH:26]([N:28]2[CH2:33][CH2:32][CH:31]([O:34][C:35]3[CH:40]=[CH:39][C:38](B4OC(C)(C)C(C)(C)O4)=[CH:37][CH:36]=3)[CH2:30][CH2:29]2)[CH2:25]1. No catalyst specified. The product is [Cl:1][C:2]1[CH:7]=[CH:6][CH:5]=[CH:4][C:3]=1[C@@H:8]([NH:11][C:12]([C:14]1[CH:15]=[C:16]2[C:20](=[CH:21][CH:22]=1)[NH:19][N:18]=[C:17]2[C:38]1[CH:39]=[CH:40][C:35]([O:34][CH:31]2[CH2:30][CH2:29][N:28]([CH:26]3[CH2:27][O:24][CH2:25]3)[CH2:33][CH2:32]2)=[CH:36][CH:37]=1)=[O:13])[CH2:9][CH3:10]. The yield is 0.420. (4) The reactants are [CH2:1]([C@@H:8]1[NH:13][CH2:12][CH2:11][N:10]([C:14]2[CH:19]=[CH:18][C:17]([O:20][CH3:21])=[C:16]([O:22][CH:23]3[CH2:27][CH2:26][CH2:25][CH2:24]3)[CH:15]=2)[CH2:9]1)[C:2]1[CH:7]=[CH:6][CH:5]=[CH:4][CH:3]=1.C(N(C(C)C)CC)(C)C.[C:37]([O:41][C:42]([NH:44][C@H:45]([C:49]([OH:52])([CH3:51])[CH3:50])[C:46](O)=[O:47])=[O:43])([CH3:40])([CH3:39])[CH3:38].CN(C(ON1N=NC2C=CC=NC1=2)=[N+](C)C)C.F[P-](F)(F)(F)(F)F. The catalyst is C(Cl)Cl.CN(C=O)C. The product is [C:37]([O:41][C:42](=[O:43])[NH:44][C@@H:45]([C:46]([N:13]1[CH2:12][CH2:11][N:10]([C:14]2[CH:19]=[CH:18][C:17]([O:20][CH3:21])=[C:16]([O:22][CH:23]3[CH2:27][CH2:26][CH2:25][CH2:24]3)[CH:15]=2)[CH2:9][C@@H:8]1[CH2:1][C:2]1[CH:3]=[CH:4][CH:5]=[CH:6][CH:7]=1)=[O:47])[C:49]([OH:52])([CH3:50])[CH3:51])([CH3:40])([CH3:38])[CH3:39]. The yield is 0.690. (5) The reactants are [CH2:1]([O:8][C:9]([NH:11][C@:12]1([C:24]([O:26][CH3:27])=[O:25])[CH2:16][CH2:15][C@@H:14]([C:17]2[CH:22]=[CH:21][C:20](Br)=[CH:19][CH:18]=2)[CH2:13]1)=[O:10])[C:2]1[CH:7]=[CH:6][CH:5]=[CH:4][CH:3]=1.[CH3:28][C:29]1(C)C(C)(C)OB(C=C)O1.C([O-])([O-])=O.[Cs+].[Cs+]. The catalyst is COCCOC.O.C1C=CC(P(C2C=CC=CC=2)[C-]2C=CC=C2)=CC=1.C1C=CC(P(C2C=CC=CC=2)[C-]2C=CC=C2)=CC=1.Cl[Pd]Cl.[Fe+2]. The product is [CH2:1]([O:8][C:9]([NH:11][C@:12]1([C:24]([O:26][CH3:27])=[O:25])[CH2:16][CH2:15][C@@H:14]([C:17]2[CH:22]=[CH:21][C:20]([CH:28]=[CH2:29])=[CH:19][CH:18]=2)[CH2:13]1)=[O:10])[C:2]1[CH:7]=[CH:6][CH:5]=[CH:4][CH:3]=1. The yield is 0.730.